This data is from Reaction yield outcomes from USPTO patents with 853,638 reactions. The task is: Predict the reaction yield, written as a fraction of the theoretical maximum amount of product (1.0 means a 100% yield; for example, 0.34 means a 34% yield). (1) The reactants are [OH:1][C:2]1[C:10]([O:11][CH3:12])=[CH:9][C:8]([C:13]2[N:14]([C:24]([O:26][C:27]([CH3:30])([CH3:29])[CH3:28])=[O:25])[C:15]3[C:20]([CH:21]=2)=[CH:19][C:18]([CH:22]=O)=[CH:17][CH:16]=3)=[C:7]2[C:3]=1[CH2:4][NH:5][C:6]2=[O:31].Cl.CN.[CH2:35]([N:37](CC)CC)C.C(O)(=O)C.C(O[BH-](OC(=O)C)OC(=O)C)(=O)C.[Na+]. The catalyst is C(#N)C. The product is [OH:1][C:2]1[C:10]([O:11][CH3:12])=[CH:9][C:8]([C:13]2[N:14]([C:24]([O:26][C:27]([CH3:30])([CH3:28])[CH3:29])=[O:25])[C:15]3[C:20]([CH:21]=2)=[CH:19][C:18]([CH2:22][NH:37][CH3:35])=[CH:17][CH:16]=3)=[C:7]2[C:3]=1[CH2:4][NH:5][C:6]2=[O:31]. The yield is 0.310. (2) The reactants are [C:1](OC(O[C:1]([CH3:4])([CH3:3])[CH3:2])N(C)C)([CH3:4])([CH3:3])[CH3:2].[C:15]([O:19][C:20]([NH:22][C@:23]1([C:33]([OH:35])=[O:34])[C@@H:25]([C:26]2[CH:31]=[CH:30][CH:29]=[CH:28][CH:27]=2)[C@H:24]1[CH3:32])=[O:21])([CH3:18])([CH3:17])[CH3:16].C(=O)([O-])O.[Na+]. The catalyst is C1(C)C=CC=CC=1. The product is [C:1]([O:34][C:33]([C@@:23]1([NH:22][C:20]([O:19][C:15]([CH3:16])([CH3:17])[CH3:18])=[O:21])[C@@H:25]([C:26]2[CH:31]=[CH:30][CH:29]=[CH:28][CH:27]=2)[C@H:24]1[CH3:32])=[O:35])([CH3:4])([CH3:3])[CH3:2]. The yield is 0.990. (3) The reactants are [CH2:1]([O:4][CH2:5][CH2:6][C:7]1[CH:61]=[CH:60][C:10]([CH2:11][C:12]2[CH:13]=[C:14]([C@@:19]3(OC)[C@H:24]([O:25][CH2:26][C:27]4[CH:32]=[CH:31][CH:30]=[CH:29][CH:28]=4)[C@@H:23]([O:33][CH2:34][C:35]4[CH:40]=[CH:39][CH:38]=[CH:37][CH:36]=4)[C@H:22]([O:41][CH2:42][C:43]4[CH:48]=[CH:47][CH:46]=[CH:45][CH:44]=4)[C@@H:21]([CH2:49][O:50][CH2:51][C:52]4[CH:57]=[CH:56][CH:55]=[CH:54][CH:53]=4)[O:20]3)[CH:15]=[CH:16][C:17]=2[Cl:18])=[CH:9][CH:8]=1)[CH:2]=[CH2:3].C([SiH](CC)CC)C.B(F)(F)F.O. The catalyst is C(Cl)Cl. The product is [CH2:1]([O:4][CH2:5][CH2:6][C:7]1[CH:8]=[CH:9][C:10]([CH2:11][C:12]2[CH:13]=[C:14]([C@H:19]3[C@H:24]([O:25][CH2:26][C:27]4[CH:32]=[CH:31][CH:30]=[CH:29][CH:28]=4)[C@@H:23]([O:33][CH2:34][C:35]4[CH:36]=[CH:37][CH:38]=[CH:39][CH:40]=4)[C@H:22]([O:41][CH2:42][C:43]4[CH:44]=[CH:45][CH:46]=[CH:47][CH:48]=4)[C@@H:21]([CH2:49][O:50][CH2:51][C:52]4[CH:57]=[CH:56][CH:55]=[CH:54][CH:53]=4)[O:20]3)[CH:15]=[CH:16][C:17]=2[Cl:18])=[CH:60][CH:61]=1)[CH:2]=[CH2:3]. The yield is 0.600. (4) The reactants are [CH3:1][C:2]1[N:7]=[C:6]([C:8]#[C:9][CH:10]=[C:11]2[CH2:16][CH2:15][N:14](C3C4C(=CC=CC=4)C=NC=3)[CH2:13][CH2:12]2)[CH:5]=[CH:4][CH:3]=1.Br[C:28]1[S:29][CH:30]=[CH:31][C:32]=1[C:33]#[N:34]. No catalyst specified. The product is [CH3:1][C:2]1[N:7]=[C:6]([C:8]#[C:9][CH:10]=[C:11]2[CH2:12][CH2:13][N:14]([C:28]3[S:29][CH:30]=[CH:31][C:32]=3[C:33]#[N:34])[CH2:15][CH2:16]2)[CH:5]=[CH:4][CH:3]=1. The yield is 0.220. (5) The reactants are [CH2:1]([N:3]([CH2:20][CH3:21])[CH2:4][CH2:5][NH:6]C(C1C=CC2C(=CC=C(I)C=2)C=1)=O)[CH3:2].[I:22][C:23]1[C:36]2[C:27](=[N:28][C:29]3[C:34]([CH:35]=2)=[CH:33][CH:32]=[CH:31][CH:30]=3)[C:26]([C:37]([O:39]C)=O)=[CH:25][CH:24]=1.[K+].[Br-].C(N(CC)CCNC(C1N=C2C=CC=CN2C=1)=O)C.C(N(CC)CCNC(C1N=C2C=CC=CN2C=1[Sn](CCCC)(CCCC)CCCC)=O)C.C(N(CC)CCNC(C1N=C2C=CC=CN2C=1I)=O)C. The catalyst is ClCCl.C(O)C. The product is [CH2:1]([N:3]([CH2:20][CH3:21])[CH2:4][CH2:5][NH:6][C:37]([C:26]1[C:27]2[C:36](=[CH:35][C:34]3[C:29]([N:28]=2)=[CH:30][CH:31]=[CH:32][CH:33]=3)[C:23]([I:22])=[CH:24][CH:25]=1)=[O:39])[CH3:2]. The yield is 0.800. (6) The reactants are [OH:1][C:2]1[CH:10]=[C:9]([S:11][CH3:12])[CH:8]=[CH:7][C:3]=1[C:4]([OH:6])=[O:5].S(Cl)(Cl)=O.[CH3:17]O. No catalyst specified. The product is [OH:1][C:2]1[CH:10]=[C:9]([S:11][CH3:12])[CH:8]=[CH:7][C:3]=1[C:4]([O:6][CH3:17])=[O:5]. The yield is 0.630. (7) The reactants are Cl[C:2]1[CH:7]=[CH:6][N:5]=[CH:4][C:3]=1[N+:8]([O-:10])=[O:9].[NH:11]1[CH2:16][CH2:15][CH2:14][C@H:13]([NH:17][C:18](=[O:24])[O:19][C:20]([CH3:23])([CH3:22])[CH3:21])[CH2:12]1.CCN(C(C)C)C(C)C. The catalyst is CCO. The product is [N+:8]([C:3]1[CH:4]=[N:5][CH:6]=[CH:7][C:2]=1[N:11]1[CH2:16][CH2:15][CH2:14][C@H:13]([NH:17][C:18](=[O:24])[O:19][C:20]([CH3:22])([CH3:21])[CH3:23])[CH2:12]1)([O-:10])=[O:9]. The yield is 0.967.